From a dataset of Full USPTO retrosynthesis dataset with 1.9M reactions from patents (1976-2016). Predict the reactants needed to synthesize the given product. The reactants are: [F:1][C:2]1[CH:17]=[CH:16][C:5]([O:6][C:7]2[CH:12]=[CH:11][C:10]([CH2:13][CH2:14][NH2:15])=[CH:9][CH:8]=2)=[CH:4][CH:3]=1.[CH3:18][O:19][C:20]1[N:25]=[CH:24][C:23]([CH2:26][C:27]2[C:28](=[O:35])[N:29]=[C:30](SC)[NH:31][CH:32]=2)=[CH:22][N:21]=1. Given the product [F:1][C:2]1[CH:17]=[CH:16][C:5]([O:6][C:7]2[CH:12]=[CH:11][C:10]([CH2:13][CH2:14][NH:15][C:30]3[NH:31][CH:32]=[C:27]([CH2:26][C:23]4[CH:22]=[N:21][C:20]([O:19][CH3:18])=[N:25][CH:24]=4)[C:28](=[O:35])[N:29]=3)=[CH:9][CH:8]=2)=[CH:4][CH:3]=1, predict the reactants needed to synthesize it.